From a dataset of NCI-60 drug combinations with 297,098 pairs across 59 cell lines. Regression. Given two drug SMILES strings and cell line genomic features, predict the synergy score measuring deviation from expected non-interaction effect. Drug 1: C1=CC(=CC=C1CCC2=CNC3=C2C(=O)NC(=N3)N)C(=O)NC(CCC(=O)O)C(=O)O. Drug 2: C(CCl)NC(=O)N(CCCl)N=O. Cell line: 786-0. Synergy scores: CSS=17.7, Synergy_ZIP=-7.30, Synergy_Bliss=-3.13, Synergy_Loewe=-7.88, Synergy_HSA=-0.465.